This data is from Full USPTO retrosynthesis dataset with 1.9M reactions from patents (1976-2016). The task is: Predict the reactants needed to synthesize the given product. (1) Given the product [O:19]1[CH2:20][CH2:21][O:22][CH2:23][CH:18]1[C:17]1[C:11]2[S:10][C:9]([NH:8][C:6](=[O:7])[C:5]3[CH:26]=[CH:27][N:28]=[C:3]([CH2:2][O:30][CH3:29])[CH:4]=3)=[N:13][C:12]=2[C:14]([O:24][CH3:25])=[CH:15][CH:16]=1, predict the reactants needed to synthesize it. The reactants are: Cl[CH2:2][C:3]1[CH:4]=[C:5]([CH:26]=[CH:27][N:28]=1)[C:6]([NH:8][C:9]1[S:10][C:11]2[C:17]([CH:18]3[CH2:23][O:22][CH2:21][CH2:20][O:19]3)=[CH:16][CH:15]=[C:14]([O:24][CH3:25])[C:12]=2[N:13]=1)=[O:7].[CH3:29][O-:30].[Na+].C(Cl)(Cl)Cl. (2) The reactants are: Br[C:2]1[CH2:7][CH2:6][CH2:5][C:4](=[O:8])[CH:3]=1.[OH:9][C:10]1[CH:11]=[C:12](B(O)O)[CH:13]=[CH:14][CH:15]=1. Given the product [OH:8][C:4]1[CH:3]=[C:2]([C:14]2[CH2:13][CH2:12][CH2:11][C:10](=[O:9])[CH:15]=2)[CH:7]=[CH:6][CH:5]=1, predict the reactants needed to synthesize it. (3) Given the product [Cl:8][C:9]1[CH:10]=[C:11]([CH:15]=[CH:16][CH:17]=1)[C:12]([NH:1][C:2]1[CH:7]=[CH:6][N:5]=[CH:4][CH:3]=1)=[O:13], predict the reactants needed to synthesize it. The reactants are: [NH2:1][C:2]1[CH:7]=[CH:6][N:5]=[CH:4][CH:3]=1.[Cl:8][C:9]1[CH:10]=[C:11]([CH:15]=[CH:16][CH:17]=1)[C:12](Cl)=[O:13].